This data is from Reaction yield outcomes from USPTO patents with 853,638 reactions. The task is: Predict the reaction yield, written as a fraction of the theoretical maximum amount of product (1.0 means a 100% yield; for example, 0.34 means a 34% yield). (1) The reactants are [Cl:1][C:2]1[CH:7]=[CH:6][CH:5]=[C:4]([F:8])[C:3]=1[CH2:9][CH2:10][NH:11][C:12]1[N:17]=[C:16](SC)[N:15]=[C:14]([C:20]2[CH:21]=[CH:22][C:23](=[O:26])[NH:24][CH:25]=2)[CH:13]=1.ClC1C=C(C=CC=1)[C:31](OO)=[O:32].C[O-].[Na+]. The catalyst is CO.C(Cl)Cl. The product is [Cl:1][C:2]1[CH:7]=[CH:6][CH:5]=[C:4]([F:8])[C:3]=1[CH2:9][CH2:10][NH:11][C:12]1[N:17]=[C:16]([O:32][CH3:31])[N:15]=[C:14]([C:20]2[CH:21]=[CH:22][C:23](=[O:26])[NH:24][CH:25]=2)[CH:13]=1. The yield is 0.960. (2) The reactants are CN(C(ON1N=NC2C=CC=NC1=2)=[N+](C)C)C.F[P-](F)(F)(F)(F)F.[OH:25][C:26]([C:28](F)(F)F)=O.[CH2:32]([O:39][N:40]1[C:46](=[O:47])[N:45]2[CH2:48][C@H:41]1[CH2:42][CH2:43][C@H:44]2[C:49]([NH:51][NH2:52])=[O:50])[C:33]1[CH:38]=[CH:37][CH:36]=[CH:35][CH:34]=1.C(O)(=O)C.CCN(C(C)C)C(C)C. The catalyst is CN(C=O)C. The product is [C:26]([NH:52][NH:51][C:49]([C@@H:44]1[CH2:43][CH2:42][C@@H:41]2[CH2:48][N:45]1[C:46](=[O:47])[N:40]2[O:39][CH2:32][C:33]1[CH:38]=[CH:37][CH:36]=[CH:35][CH:34]=1)=[O:50])(=[O:25])[CH3:28]. The yield is 0.730. (3) The product is [CH3:1][S:2]([C:5]1[CH:10]=[CH:9][C:8]([CH:11]([C:19]2[NH:23][C:22]([C:24]3[CH:29]=[C:28]([CH:30]([OH:31])[CH3:32])[CH:27]=[CH:26][N:25]=3)=[CH:21][CH:20]=2)[CH2:12][CH:13]2[CH2:14][CH2:15][O:16][CH2:17][CH2:18]2)=[CH:7][CH:6]=1)(=[O:4])=[O:3]. The yield is 0.760. The catalyst is O1CCCC1.C(OCC)(=O)C. The reactants are [CH3:1][S:2]([C:5]1[CH:10]=[CH:9][C:8]([CH:11]([C:19]2[NH:23][C:22]([C:24]3[CH:29]=[C:28]([CH:30]=[O:31])[CH:27]=[CH:26][N:25]=3)=[CH:21][CH:20]=2)[CH2:12][CH:13]2[CH2:18][CH2:17][O:16][CH2:15][CH2:14]2)=[CH:7][CH:6]=1)(=[O:4])=[O:3].[CH3:32][Mg]Br. (4) The reactants are C[Al](C)C.[CH3:5][NH:6][CH2:7][C:8]1[CH:13]=[CH:12][CH:11]=[CH:10][CH:9]=1.[Br:14][C:15]1[CH:16]=[C:17]([C:23]2[O:27][N:26]=[C:25]([C:28]([O:30]C)=O)[CH:24]=2)[CH:18]=[C:19]([Br:22])[C:20]=1[OH:21].O. The catalyst is CCCCCC.C(Cl)(Cl)Cl. The product is [CH2:7]([N:6]([CH3:5])[C:28]([C:25]1[CH:24]=[C:23]([C:17]2[CH:18]=[C:19]([Br:22])[C:20]([OH:21])=[C:15]([Br:14])[CH:16]=2)[O:27][N:26]=1)=[O:30])[C:8]1[CH:13]=[CH:12][CH:11]=[CH:10][CH:9]=1. The yield is 0.460.